Dataset: Catalyst prediction with 721,799 reactions and 888 catalyst types from USPTO. Task: Predict which catalyst facilitates the given reaction. (1) The catalyst class is: 24. Product: [NH:11]1[C:19]2[C:14](=[CH:15][CH:16]=[CH:17][CH:18]=2)[C:13]([CH2:20][N:21]2[CH2:26][CH2:25][CH2:24][C:23]3([CH2:31][CH2:30][NH:29][CH2:28][CH2:27]3)[C:22]2=[O:32])=[CH:12]1. Reactant: S([N:11]1[C:19]2[C:14](=[CH:15][CH:16]=[CH:17][CH:18]=2)[C:13]([CH2:20][N:21]2[CH2:26][CH2:25][CH2:24][C:23]3([CH2:31][CH2:30][NH:29][CH2:28][CH2:27]3)[C:22]2=[O:32])=[CH:12]1)(C1C=CC(C)=CC=1)(=O)=O.C([O-])([O-])=O.[Cs+].[Cs+].C(=O)([O-])[O-].[K+].[K+]. (2) Reactant: C[O-].[Na+].Cl.[C:5]([NH2:8])(=[NH:7])[CH3:6].[F:9][CH:10]([C:15](OC)=[O:16])[C:11](OC)=[O:12]. Product: [F:9][C:10]1[C:11]([OH:12])=[N:7][C:5]([CH3:6])=[N:8][C:15]=1[OH:16]. The catalyst class is: 5. (3) Reactant: [C:1]([NH:4][C:5]1[C:6]([C:19]([OH:21])=[O:20])=[N:7][N:8]([CH2:10][C:11]2[CH:16]=[CH:15][C:14]([O:17][CH3:18])=[CH:13][CH:12]=2)[CH:9]=1)(=[O:3])[CH3:2].C(=O)([O-])[O-].[Cs+].[Cs+].Br[CH2:29][C:30]([C:32]1[CH:37]=[CH:36][CH:35]=[CH:34][CH:33]=1)=[O:31]. Product: [O:31]=[C:30]([C:32]1[CH:37]=[CH:36][CH:35]=[CH:34][CH:33]=1)[CH2:29][O:20][C:19]([C:6]1[C:5]([NH:4][C:1](=[O:3])[CH3:2])=[CH:9][N:8]([CH2:10][C:11]2[CH:16]=[CH:15][C:14]([O:17][CH3:18])=[CH:13][CH:12]=2)[N:7]=1)=[O:21]. The catalyst class is: 88. (4) Reactant: [Se](=O)=[O:2].[CH3:4][C:5]1[N:6]=[CH:7][C:8]([C:11]2[N:15]([C:16]3[CH:17]=[N:18][CH:19]=[CH:20][CH:21]=3)[N:14]=[C:13]([C:22]([O:24][CH2:25][CH3:26])=[O:23])[CH:12]=2)=[N:9][CH:10]=1.[OH2:27].C(Cl)(Cl)Cl. Product: [C:4]([C:5]1[N:6]=[CH:7][C:8]([C:11]2[N:15]([C:16]3[CH:17]=[N:18][CH:19]=[CH:20][CH:21]=3)[N:14]=[C:13]([C:22]([O:24][CH2:25][CH3:26])=[O:23])[CH:12]=2)=[N:9][CH:10]=1)([OH:2])=[O:27]. The catalyst class is: 17. (5) Reactant: [Br:1][CH:2]([C:11]1[CH:12]=[CH:13][C:14](=[O:20])[N:15]([CH:17]([CH3:19])[CH3:18])[N:16]=1)[C:3](=O)[C:4]1[CH:9]=[CH:8][CH:7]=[CH:6][CH:5]=1.[CH3:21][NH:22][C:23]([NH2:25])=[S:24]. Product: [BrH:1].[CH:17]([N:15]1[C:14](=[O:20])[CH:13]=[CH:12][C:11]([C:2]2[S:24][C:23]([NH:22][CH3:21])=[N:25][C:3]=2[C:4]2[CH:9]=[CH:8][CH:7]=[CH:6][CH:5]=2)=[N:16]1)([CH3:19])[CH3:18]. The catalyst class is: 12. (6) Reactant: [F:1][C:2]1[CH:3]=[CH:4][C:5]([O:16][CH3:17])=[C:6]([CH2:8][CH2:9][CH:10]([OH:15])[CH2:11][CH2:12][CH:13]=[CH2:14])[CH:7]=1.[Br:18]N1C(=O)CCC1=O. Product: [Br:18][CH2:14][CH:13]1[CH2:12][CH2:11][CH:10]([CH2:9][CH2:8][C:6]2[CH:7]=[C:2]([F:1])[CH:3]=[CH:4][C:5]=2[O:16][CH3:17])[O:15]1. The catalyst class is: 2. (7) Reactant: [N:1]1[CH:6]=[CH:5][CH:4]=[CH:3][C:2]=1[NH:7][C:8]1[S:9][CH:10]=[CH:11][N:12]=1.[S-:13][C:14]#[N:15].[Na+].BrBr.O. The catalyst class is: 5. Product: [N:1]1[CH:6]=[CH:5][CH:4]=[CH:3][C:2]=1[NH:7][C:8]1[S:9][C:10]([S:13][C:14]#[N:15])=[CH:11][N:12]=1. (8) Reactant: C(OC([N:8]1[C@@H:12]([CH2:13][N:14]([CH2:25][CH3:26])[C:15]2[CH:20]=[CH:19][N:18]=[C:17]([C:21]([F:24])([F:23])[F:22])[N:16]=2)[CH2:11][O:10]C1(C)C)=O)(C)(C)C.Cl. Product: [NH2:8][C@@H:12]([CH2:13][N:14]([CH2:25][CH3:26])[C:15]1[CH:20]=[CH:19][N:18]=[C:17]([C:21]([F:24])([F:23])[F:22])[N:16]=1)[CH2:11][OH:10]. The catalyst class is: 12. (9) Reactant: [CH2:1]([O:8][C:9]1[CH:14]=[CH:13][C:12]([C:15]2[NH:34][C:18]3=[N:19][C:20]([N:23]4[CH2:28][CH2:27][N:26]([S:29]([CH2:32][CH3:33])(=[O:31])=[O:30])[CH2:25][CH2:24]4)=[CH:21][CH:22]=[C:17]3[N:16]=2)=[CH:11][C:10]=1Br)[C:2]1[CH:7]=[CH:6][CH:5]=[CH:4][CH:3]=1.[CH3:36]C(C1C=C(C(C)C)C(C2C=CC=CC=2P(C2CCCCC2)C2CCCCC2)=C(C(C)C)C=1)C. Product: [CH2:1]([O:8][C:9]1[CH:14]=[CH:13][C:12]([C:15]2[NH:34][C:18]3=[N:19][C:20]([N:23]4[CH2:28][CH2:27][N:26]([S:29]([CH2:32][CH3:33])(=[O:31])=[O:30])[CH2:25][CH2:24]4)=[CH:21][CH:22]=[C:17]3[N:16]=2)=[CH:11][C:10]=1[CH3:36])[C:2]1[CH:7]=[CH:6][CH:5]=[CH:4][CH:3]=1. The catalyst class is: 443.